This data is from Reaction yield outcomes from USPTO patents with 853,638 reactions. The task is: Predict the reaction yield, written as a fraction of the theoretical maximum amount of product (1.0 means a 100% yield; for example, 0.34 means a 34% yield). (1) The reactants are [NH2:1][C:2]1[CH:7]=[CH:6][CH:5]=[CH:4][CH:3]=1.[CH3:8][C:9]1(C)[C:35]2[C:30](=[C:31](P(C3C=CC=CC=3)C3C=CC=CC=3)C=[CH:33][CH:34]=2)O[C:11]2[C:12](P(C3C=CC=CC=3)C3C=CC=CC=3)=[CH:13][CH:14]=[CH:15][C:10]1=2.[C:50]([O-:53])([O-])=O.[Cs+].[Cs+].[NH3:56].O. The catalyst is C1(C)C=CC=CC=1.CCOC(C)=O.C(Cl)Cl.CO.C1C=CC(/C=C/C(/C=C/C2C=CC=CC=2)=O)=CC=1.C1C=CC(/C=C/C(/C=C/C2C=CC=CC=2)=O)=CC=1.C1C=CC(/C=C/C(/C=C/C2C=CC=CC=2)=O)=CC=1.[Pd].[Pd]. The product is [C:2]1([NH:1][C:13]2[CH:14]=[CH:15][C:50]3[O:53][C:9]4([CH2:8][N:56]5[CH2:31][CH2:30][CH:35]4[CH2:34][CH2:33]5)[CH2:10][C:11]=3[CH:12]=2)[CH:7]=[CH:6][CH:5]=[CH:4][CH:3]=1. The yield is 0.580. (2) The reactants are Cl[C:2]1[N:3]=[C:4]([N:16]2[CH2:21][CH2:20][O:19][CH2:18][CH2:17]2)[C:5]2[CH:10]=[CH:9][N:8]([CH2:11][CH2:12][N:13]([CH3:15])[CH3:14])[C:6]=2[N:7]=1.[OH:22][C:23]1[CH:24]=[C:25](B(O)O)[CH:26]=[CH:27][CH:28]=1.C(=O)([O-])[O-].[Na+].[Na+]. The catalyst is C1C=CC([P]([Pd]([P](C2C=CC=CC=2)(C2C=CC=CC=2)C2C=CC=CC=2)([P](C2C=CC=CC=2)(C2C=CC=CC=2)C2C=CC=CC=2)[P](C2C=CC=CC=2)(C2C=CC=CC=2)C2C=CC=CC=2)(C2C=CC=CC=2)C2C=CC=CC=2)=CC=1.COCCOC. The product is [CH3:14][N:13]([CH3:15])[CH2:12][CH2:11][N:8]1[C:6]2[N:7]=[C:2]([C:27]3[CH:28]=[C:23]([OH:22])[CH:24]=[CH:25][CH:26]=3)[N:3]=[C:4]([N:16]3[CH2:21][CH2:20][O:19][CH2:18][CH2:17]3)[C:5]=2[CH:10]=[CH:9]1. The yield is 0.780. (3) The reactants are I[C:2]1[CH:3]=[C:4]([CH2:8][CH2:9][N:10]2[CH2:15][CH2:14][N:13]([C:16]3[CH:25]=[CH:24][CH:23]=[C:22]4[C:17]=3[CH:18]=[CH:19][C:20]([CH3:26])=[N:21]4)[CH2:12][CH2:11]2)[CH:5]=[CH:6][CH:7]=1.[CH3:27][C:28]1([CH3:34])[CH2:32][NH:31][C:30](=[O:33])[NH:29]1. No catalyst specified. The product is [CH3:27][C:28]1([CH3:34])[N:29]([C:2]2[CH:7]=[CH:6][CH:5]=[C:4]([CH2:8][CH2:9][N:10]3[CH2:15][CH2:14][N:13]([C:16]4[CH:25]=[CH:24][CH:23]=[C:22]5[C:17]=4[CH:18]=[CH:19][C:20]([CH3:26])=[N:21]5)[CH2:12][CH2:11]3)[CH:3]=2)[C:30](=[O:33])[NH:31][CH2:32]1. The yield is 0.870. (4) The reactants are Cl.Cl.[NH2:3][C:4]1[N:9]=[C:8]([CH2:10][CH2:11][C:12]2[CH:13]=[C:14]([NH:18][C:19]3[C:24]([Cl:25])=[CH:23][N:22]=[C:21](Cl)[N:20]=3)[CH:15]=[CH:16][CH:17]=2)[CH:7]=[CH:6][CH:5]=1.C(N(CC)CC)C.CC1(C)C2C=CC=C(P(C3C=CC=CC=3)C3C=CC=CC=3)C=2OC2C1=CC=CC=2P(C1C=CC=CC=1)C1C=CC=CC=1.C(=O)([O-])[O-].[Cs+].[Cs+]. The catalyst is C([O-])(=O)C.[Pd+2].C([O-])(=O)C.CN(C)C=O.O1CCOCC1. The product is [Cl:25][C:24]1[CH:23]=[N:22][C:21]2[NH:3][C:4]3[CH:5]=[CH:6][CH:7]=[C:8]([N:9]=3)[CH2:10][CH2:11][C:12]3[CH:13]=[C:14]([NH:18][C:19]=1[N:20]=2)[CH:15]=[CH:16][CH:17]=3. The yield is 0.370. (5) The reactants are [H-].[Na+].[Br:3][C:4]1[CH:5]=[C:6]([CH:9]=[O:10])[NH:7][CH:8]=1.[C:11]1([CH3:21])[CH:16]=[CH:15][C:14]([S:17](Cl)(=[O:19])=[O:18])=[CH:13][CH:12]=1. The catalyst is C1COCC1. The product is [CH3:21][C:11]1[CH:16]=[CH:15][C:14]([S:17]([N:7]2[C:6]([CH:9]=[O:10])=[CH:5][C:4]([Br:3])=[CH:8]2)(=[O:19])=[O:18])=[CH:13][CH:12]=1. The yield is 0.680. (6) The reactants are [F:1][C:2]1[CH:7]=[CH:6][CH:5]=[C:4]([F:8])[C:3]=1[N:9]1[C:14]2[N:15]=[C:16](S(C)(=O)=O)[N:17]=[C:18]([C:19]3[CH:24]=[CH:23][C:22]([F:25])=[CH:21][C:20]=3[CH3:26])[C:13]=2[CH:12]=[CH:11][C:10]1=[O:31].[CH3:32][O:33][CH2:34][CH2:35][NH2:36]. The catalyst is CCOC(C)=O. The product is [F:1][C:2]1[CH:7]=[CH:6][CH:5]=[C:4]([F:8])[C:3]=1[N:9]1[C:14]2[N:15]=[C:16]([NH:36][CH2:35][CH2:34][O:33][CH3:32])[N:17]=[C:18]([C:19]3[CH:24]=[CH:23][C:22]([F:25])=[CH:21][C:20]=3[CH3:26])[C:13]=2[CH:12]=[CH:11][C:10]1=[O:31]. The yield is 0.470. (7) The reactants are [S:1](=[O:36])(=[O:35])([O:3][C:4]1[CH:9]=[CH:8][CH:7]=[C:6]([C:10]2[N:11]=[CH:12][N:13]([C:15](=[O:34])[N:16]([CH:18]3[CH2:23][CH2:22][N:21]([CH2:24][C:25]4[CH:33]=[CH:32][C:28]5[O:29][CH2:30][O:31][C:27]=5[CH:26]=4)[CH2:20][CH2:19]3)[CH3:17])[CH:14]=2)[CH:5]=1)[NH2:2].[ClH:37]. The catalyst is C(OCC)(=O)C.CO. The product is [ClH:37].[S:1](=[O:35])(=[O:36])([O:3][C:4]1[CH:9]=[CH:8][CH:7]=[C:6]([C:10]2[N:11]=[CH:12][N:13]([C:15](=[O:34])[N:16]([CH:18]3[CH2:19][CH2:20][N:21]([CH2:24][C:25]4[CH:33]=[CH:32][C:28]5[O:29][CH2:30][O:31][C:27]=5[CH:26]=4)[CH2:22][CH2:23]3)[CH3:17])[CH:14]=2)[CH:5]=1)[NH2:2]. The yield is 0.870.